Dataset: Reaction yield outcomes from USPTO patents with 853,638 reactions. Task: Predict the reaction yield, written as a fraction of the theoretical maximum amount of product (1.0 means a 100% yield; for example, 0.34 means a 34% yield). (1) The reactants are [C:1]1([C:7]2([C:10]([OH:12])=[O:11])[CH2:9][CH2:8]2)[CH:6]=[CH:5][CH:4]=[CH:3][CH:2]=1.[CH3:13]C1C=CC(S(O)(=O)=O)=CC=1.CCOC(C)=O. The product is [C:1]1([C:7]2([C:10]([O:12][CH3:13])=[O:11])[CH2:9][CH2:8]2)[CH:6]=[CH:5][CH:4]=[CH:3][CH:2]=1. The catalyst is CO. The yield is 0.960. (2) The reactants are [CH3:1][S:2][C:3]1[CH:8]=[CH:7][C:6]([NH:9][C:10]([N:12]2[CH2:17][CH2:16][CH2:15][CH:14]([C:18]3([CH2:29][C:30]4[CH:35]=[CH:34][CH:33]=[C:32]([Cl:36])[CH:31]=4)[C:26]4[C:21](=[CH:22][C:23]([Cl:27])=[CH:24][CH:25]=4)[NH:20][C:19]3=[O:28])[CH2:13]2)=[O:11])=[CH:5][CH:4]=1.ClC1C=C(C(OO)=[O:45])C=CC=1. The catalyst is ClCCl. The product is [CH3:1][S:2]([C:3]1[CH:8]=[CH:7][C:6]([NH:9][C:10]([N:12]2[CH2:17][CH2:16][CH2:15][CH:14]([C:18]3([CH2:29][C:30]4[CH:35]=[CH:34][CH:33]=[C:32]([Cl:36])[CH:31]=4)[C:26]4[C:21](=[CH:22][C:23]([Cl:27])=[CH:24][CH:25]=4)[NH:20][C:19]3=[O:28])[CH2:13]2)=[O:11])=[CH:5][CH:4]=1)=[O:45]. The yield is 0.570. (3) The reactants are Cl.[NH:2]([C:4]1[CH:9]=[C:8]([C:10]#[N:11])[CH:7]=[CH:6][N:5]=1)[NH2:3].CN(C)/[CH:14]=[CH:15]/[C:16]([C:18]1[CH:23]=[CH:22][CH:21]=[C:20]([O:24][CH3:25])[CH:19]=1)=O. No catalyst specified. The product is [CH3:25][O:24][C:20]1[CH:19]=[C:18]([C:16]2[N:2]([C:4]3[CH:9]=[C:8]([C:10]#[N:11])[CH:7]=[CH:6][N:5]=3)[N:3]=[CH:14][CH:15]=2)[CH:23]=[CH:22][CH:21]=1. The yield is 0.980. (4) The reactants are [Cl:1][C:2]1[C:3]([NH:17][CH:18]2[CH2:32][CH:21]3[CH2:22][N:23](C(OC(C)(C)C)=O)[CH2:24][CH:20]3[CH2:19]2)=[N:4][C:5]([NH:8][C:9]2[CH:13]=[C:12]([CH:14]3[CH2:16][CH2:15]3)[NH:11][N:10]=2)=[N:6][CH:7]=1.Cl.CCOC(C)=O. The catalyst is C(Cl)Cl. The product is [Cl:1][C:2]1[C:3]([NH:17][CH:18]2[CH2:32][CH:21]3[CH2:22][NH:23][CH2:24][CH:20]3[CH2:19]2)=[N:4][C:5]([NH:8][C:9]2[CH:13]=[C:12]([CH:14]3[CH2:15][CH2:16]3)[NH:11][N:10]=2)=[N:6][CH:7]=1. The yield is 0.710. (5) The reactants are [C:1]([O:5][C:6](=[O:11])[NH:7][CH2:8][CH2:9]Cl)([CH3:4])([CH3:3])[CH3:2].[C:12]([C:16]1[CH:21]=[CH:20][CH:19]=[CH:18][C:17]=1[OH:22])([CH3:15])([CH3:14])[CH3:13].C([O-])([O-])=O.[Cs+].[Cs+].CN(C=O)C. The catalyst is O. The product is [C:12]([C:16]1[CH:21]=[CH:20][CH:19]=[CH:18][C:17]=1[O:22][CH2:9][CH2:8][NH:7][C:6](=[O:11])[O:5][C:1]([CH3:4])([CH3:3])[CH3:2])([CH3:15])([CH3:13])[CH3:14]. The yield is 0.820. (6) The reactants are [CH2:1]([N:3]1[C:12]2[C:7](=[CH:8][C:9]([CH3:23])=[C:10]([C:13]3[CH:14]=[C:15]([CH:18]=[CH:19][C:20]=3[O:21]C)[CH:16]=[O:17])[CH:11]=2)[C:6]([CH3:25])([CH3:24])[CH2:5][C:4]1=[O:26])[CH3:2].B(Br)(Br)Br. The catalyst is ClCCl. The product is [CH2:1]([N:3]1[C:12]2[C:7](=[CH:8][C:9]([CH3:23])=[C:10]([C:13]3[CH:14]=[C:15]([CH:18]=[CH:19][C:20]=3[OH:21])[CH:16]=[O:17])[CH:11]=2)[C:6]([CH3:25])([CH3:24])[CH2:5][C:4]1=[O:26])[CH3:2]. The yield is 0.530. (7) The reactants are [O:1]=[C:2]1[CH:6]([C:7]([O:9][CH2:10][CH3:11])=[O:8])[CH2:5][C:4](=[O:12])[NH:3]1.[N:13]([C:22]([O:24][C:25]([CH3:28])([CH3:27])[CH3:26])=[O:23])=[N:14][C:15]([O:17][C:18]([CH3:21])([CH3:20])[CH3:19])=[O:16].C(=O)([O-])[O-].[K+].[K+]. The catalyst is C(OCC)(=O)C. The product is [C:25]([O:24][C:22]([N:13]([C:6]1([C:7]([O:9][CH2:10][CH3:11])=[O:8])[CH2:5][C:4](=[O:12])[NH:3][C:2]1=[O:1])[NH:14][C:15]([O:17][C:18]([CH3:21])([CH3:20])[CH3:19])=[O:16])=[O:23])([CH3:28])([CH3:27])[CH3:26]. The yield is 0.830. (8) The reactants are [Br:1][C:2]1[CH:3]=[C:4]2[C:8](=[CH:9][CH:10]=1)[NH:7][C:6]([C:11]1[CH:16]=[CH:15][CH:14]=[CH:13][CH:12]=1)=[C:5]2[CH3:17].[CH3:18]I. The catalyst is CN(C=O)C. The product is [Br:1][C:2]1[CH:3]=[C:4]2[C:8](=[CH:9][CH:10]=1)[N:7]([CH3:18])[C:6]([C:11]1[CH:16]=[CH:15][CH:14]=[CH:13][CH:12]=1)=[C:5]2[CH3:17]. The yield is 0.920. (9) The reactants are O[C:2]1([CH3:13])[CH2:7][CH2:6][N:5]([C:8]([O:10][CH2:11][CH3:12])=[O:9])[CH2:4][CH2:3]1.[Br:14][C:15]1[CH:20]=[CH:19][CH:18]=[CH:17][CH:16]=1.FC(F)(F)S(O)(=O)=O.[OH-].[Na+]. No catalyst specified. The product is [Br:14][C:15]1[CH:20]=[CH:19][C:18]([C:2]2([CH3:13])[CH2:7][CH2:6][N:5]([C:8]([O:10][CH2:11][CH3:12])=[O:9])[CH2:4][CH2:3]2)=[CH:17][CH:16]=1. The yield is 0.810.